This data is from Full USPTO retrosynthesis dataset with 1.9M reactions from patents (1976-2016). The task is: Predict the reactants needed to synthesize the given product. (1) The reactants are: [Cl:1][C:2]1[CH:7]=[CH:6][C:5]([C:8]2[N:12]([CH:13]3[CH2:15][CH2:14]3)[C:11](=[O:16])[N:10]([CH2:17][C:18]([NH:20][NH2:21])=O)[N:9]=2)=[CH:4][CH:3]=1.Cl.[CH3:23][C:24]([C:29]1[CH:34]=[CH:33][CH:32]=[C:31]([C:35]([F:38])([F:37])[F:36])[CH:30]=1)([CH3:28])[C:25](=N)[NH2:26].C[O-].[Na+]. Given the product [Cl:1][C:2]1[CH:7]=[CH:6][C:5]([C:8]2[N:12]([CH:13]3[CH2:15][CH2:14]3)[C:11](=[O:16])[N:10]([CH2:17][C:18]3[NH:26][C:25]([C:24]([C:29]4[CH:34]=[CH:33][CH:32]=[C:31]([C:35]([F:36])([F:38])[F:37])[CH:30]=4)([CH3:28])[CH3:23])=[N:21][N:20]=3)[N:9]=2)=[CH:4][CH:3]=1, predict the reactants needed to synthesize it. (2) Given the product [N:14]1([C:9]2[CH:10]=[CH:11][CH:12]=[CH:13][C:8]=2[NH2:5])[CH2:19][CH2:18][CH2:17][CH2:16][CH2:15]1, predict the reactants needed to synthesize it. The reactants are: Cl.[Sn](Cl)Cl.[N+:5]([C:8]1[CH:13]=[CH:12][CH:11]=[CH:10][C:9]=1[N:14]1[CH2:19][CH2:18][CH2:17][CH2:16][CH2:15]1)([O-])=O.C(=O)(O)[O-].[Na+]. (3) Given the product [CH2:10]([N:17]1[CH2:22][CH2:21][N:20]([CH2:23][C:24]2[CH:29]=[CH:28][CH:27]=[CH:26][CH:25]=2)[CH2:19][C@@H:18]1[CH2:30][CH2:31][C:52]1[CH:56]=[CH:55][S:54][CH:53]=1)[C:11]1[CH:12]=[CH:13][CH:14]=[CH:15][CH:16]=1, predict the reactants needed to synthesize it. The reactants are: C12BC(CCC1)CCC2.[CH2:10]([N:17]1[CH2:22][CH2:21][N:20]([CH2:23][C:24]2[CH:29]=[CH:28][CH:27]=[CH:26][CH:25]=2)[CH2:19][C@@H:18]1[CH:30]=[CH2:31])[C:11]1[CH:16]=[CH:15][CH:14]=[CH:13][CH:12]=1.C1(P(C2C=CC=CC=2)C2C=CC=CC=2)C=CC=CC=1.I[C:52]1[CH:56]=[CH:55][S:54][CH:53]=1.[OH-].[Na+].Cl. (4) Given the product [Br:8][C:6]1[CH:7]=[C:2]([NH:17][C:14]2[CH:13]=[C:12]([CH3:11])[O:16][N:15]=2)[C:3](=[O:10])[N:4]([CH3:9])[CH:5]=1, predict the reactants needed to synthesize it. The reactants are: Br[C:2]1[C:3](=[O:10])[N:4]([CH3:9])[CH:5]=[C:6]([Br:8])[CH:7]=1.[CH3:11][C:12]1[O:16][N:15]=[C:14]([NH2:17])[CH:13]=1.[O-]C1C=CC=CC=1.[Na+]. (5) Given the product [Cl:15][C:11]1[CH:12]=[C:13]2[C:8](=[CH:9][CH:10]=1)[N:7]([CH3:16])[C:6](=[O:17])[C:5]([C@@H:3]([NH:2][C:26]1[N:31]=[C:30]([C:32]3[N:36]([CH:37]([CH3:39])[CH3:38])[CH:35]=[N:34][CH:33]=3)[CH:29]=[CH:28][N:27]=1)[CH3:4])=[CH:14]2, predict the reactants needed to synthesize it. The reactants are: Cl.[NH2:2][C@H:3]([C:5]1[C:6](=[O:17])[N:7]([CH3:16])[C:8]2[C:13]([CH:14]=1)=[CH:12][C:11]([Cl:15])=[CH:10][CH:9]=2)[CH3:4].FC(F)(F)C(O)=O.Cl[C:26]1[N:31]=[C:30]([C:32]2[N:36]([CH:37]([CH3:39])[CH3:38])[CH:35]=[N:34][CH:33]=2)[CH:29]=[CH:28][N:27]=1.CCN(C(C)C)C(C)C. (6) The reactants are: [Cl:1][C:2]1[CH:7]=[CH:6][C:5]([OH:8])=[CH:4][CH:3]=1.[CH:9](O)([OH:14])[C:10]([F:13])([F:12])[F:11]. Given the product [F:11][C:10]([F:13])([F:12])[CH:9]([C:6]1[CH:7]=[C:2]([Cl:1])[CH:3]=[CH:4][C:5]=1[OH:8])[OH:14], predict the reactants needed to synthesize it. (7) Given the product [CH3:1][O:2][N:3]1[CH2:8][CH2:7][C:6](=[N:12][N:11]([CH3:13])[CH3:10])[CH2:5][CH2:4]1, predict the reactants needed to synthesize it. The reactants are: [CH3:1][O:2][N:3]1[CH2:8][CH2:7][C:6](=O)[CH2:5][CH2:4]1.[CH3:10][N:11]([CH3:13])[NH2:12].